Dataset: Reaction yield outcomes from USPTO patents with 853,638 reactions. Task: Predict the reaction yield, written as a fraction of the theoretical maximum amount of product (1.0 means a 100% yield; for example, 0.34 means a 34% yield). (1) The yield is 0.661. The reactants are [N:1]12[CH2:8][CH2:7][C:4]([C:9]([C:18]3[CH:23]=[CH:22][C:21]([F:24])=[CH:20][CH:19]=3)([C:11]3[CH:16]=[CH:15][C:14]([F:17])=[CH:13][CH:12]=3)[OH:10])([CH2:5][CH2:6]1)[CH2:3][CH2:2]2.[C:25]1([CH2:31][O:32][CH2:33][CH2:34][Br:35])[CH:30]=[CH:29][CH:28]=[CH:27][CH:26]=1. The catalyst is CC#N. The product is [Br-:35].[F:17][C:14]1[CH:15]=[CH:16][C:11]([C:9]([C:18]2[CH:19]=[CH:20][C:21]([F:24])=[CH:22][CH:23]=2)([OH:10])[C:4]23[CH2:5][CH2:6][N+:1]([CH2:34][CH2:33][O:32][CH2:31][C:25]4[CH:30]=[CH:29][CH:28]=[CH:27][CH:26]=4)([CH2:2][CH2:3]2)[CH2:8][CH2:7]3)=[CH:12][CH:13]=1. (2) The reactants are [C:1]([C:5]1[CH:10]=[CH:9][C:8]([NH:11][CH:12]([C:14]2[CH:27]=[CH:26][C:17]([C:18]([NH:20][C:21]3[N:22]=[N:23][NH:24][N:25]=3)=[O:19])=[CH:16][CH:15]=2)[CH3:13])=[CH:7][CH:6]=1)([CH3:4])([CH3:3])[CH3:2].[F:28][C:29]([F:41])([F:40])[O:30][C:31]1[CH:36]=[CH:35][C:34]([N:37]=[C:38]=[O:39])=[CH:33][CH:32]=1. The catalyst is CN(C=O)C. The product is [C:1]([C:5]1[CH:6]=[CH:7][C:8]([N:11]([CH:12]([C:14]2[CH:27]=[CH:26][C:17]([C:18]([NH:20][C:21]3[N:22]=[N:23][NH:24][N:25]=3)=[O:19])=[CH:16][CH:15]=2)[CH3:13])[C:38]([NH:37][C:34]2[CH:35]=[CH:36][C:31]([O:30][C:29]([F:28])([F:40])[F:41])=[CH:32][CH:33]=2)=[O:39])=[CH:9][CH:10]=1)([CH3:2])([CH3:3])[CH3:4]. The yield is 0.0800. (3) The reactants are C([O:3][CH:4](OCC)[CH2:5][CH:6]([C:15]1[CH:20]=[CH:19][CH:18]=[CH:17][CH:16]=1)[C:7]([CH:9]1[CH2:14][CH2:13][CH2:12][CH2:11][CH2:10]1)=[O:8])C. The catalyst is CC(C)=O.Cl. The product is [CH:9]1([C:7](=[O:8])[CH:6]([C:15]2[CH:16]=[CH:17][CH:18]=[CH:19][CH:20]=2)[CH2:5][CH:4]=[O:3])[CH2:14][CH2:13][CH2:12][CH2:11][CH2:10]1. The yield is 1.00. (4) The yield is 0.860. The catalyst is CC(C)=O.[I-].[K+].CCOCC. The product is [Br:1][C:2]1[CH:3]=[C:4]([CH:7]=[CH:8][C:9]=1[O:10][CH2:17][C:18]1[CH:23]=[CH:22][CH:21]=[CH:20][CH:19]=1)[C:5]#[N:6]. The reactants are [Br:1][C:2]1[CH:3]=[C:4]([CH:7]=[CH:8][C:9]=1[OH:10])[C:5]#[N:6].C(=O)([O-])[O-].[K+].[K+].[CH2:17](Cl)[C:18]1[CH:23]=[CH:22][CH:21]=[CH:20][CH:19]=1.O. (5) The reactants are [Br:1][C:2]1[C:7]([F:8])=[CH:6][C:5]([NH:9][C:10](=[O:12])[CH3:11])=[C:4]([CH3:13])[CH:3]=1.CC(OC(C)=O)=O.CC([O-])=O.[K+].C1OCCOCCOCCOCCOCCOC1.[N:44](OCCC(C)C)=O. The catalyst is C(Cl)(Cl)Cl.CCOC(C)=O. The product is [Br:1][C:2]1[CH:3]=[C:4]2[C:5](=[CH:6][C:7]=1[F:8])[N:9]([C:10](=[O:12])[CH3:11])[N:44]=[CH:13]2. The yield is 1.00. (6) The reactants are [C:1]1([C:12]2[CH:17]=[CH:16][CH:15]=[CH:14][CH:13]=2)[CH:6]=[CH:5][C:4]([C:7]([CH3:11])=[CH:8][CH2:9][OH:10])=[CH:3][CH:2]=1.[CH3:30][CH:29]([O:28][C:26](/N=N/[C:26]([O:28][CH:29]([CH3:31])[CH3:30])=O)=O)[CH3:31].[CH:49]1[CH:50]=[CH:45]C(P([C:45]2[CH:50]=[CH:49][CH:48]=[CH:47]C=2)[C:49]2[CH:50]=[CH:45]C=[CH:47][CH:48]=2)=[CH:47][CH:48]=1.[CH3:51][CH2:52][O:53][C:54](C)=[O:55]. The catalyst is C1COCC1. The product is [CH2:52]([O:53][C:54](=[O:55])[C:29]([O:28][C:26]1[CH:47]=[CH:48][C:49]([O:10][CH2:9][CH:8]=[C:7]([C:4]2[CH:3]=[CH:2][C:1]([C:12]3[CH:13]=[CH:14][CH:15]=[CH:16][CH:17]=3)=[CH:6][CH:5]=2)[CH3:11])=[CH:50][CH:45]=1)([CH3:30])[CH3:31])[CH3:51]. The yield is 0.520.